Task: Predict the product of the given reaction.. Dataset: Forward reaction prediction with 1.9M reactions from USPTO patents (1976-2016) (1) The product is: [CH2:62]([O:61][CH:58]([C:59]1[CH:30]=[CH:29][C:28]([F:31])=[CH:27][CH:26]=1)[CH2:6][CH2:5][CH:4]1[CH:23]([C:32]2[CH:33]=[CH:34][C:35]([O:38][CH2:39][C:40]3[CH:45]=[CH:44][CH:43]=[CH:42][CH:41]=3)=[CH:36][CH:37]=2)[N:24]([C:25]2[CH:30]=[CH:29][C:28]([F:31])=[CH:27][CH:26]=2)[C:3]1=[O:2])[C:63]1[CH:6]=[CH:5][CH:4]=[CH:23][CH:32]=1. Given the reactants C[O:2][C:3](=O)[CH:4]([CH:23]([C:32]1[CH:37]=[CH:36][C:35]([O:38][CH2:39][C:40]2[CH:45]=[CH:44][CH:43]=[CH:42][CH:41]=2)=[CH:34][CH:33]=1)[NH:24][C:25]1[CH:30]=[CH:29][C:28]([F:31])=[CH:27][CH:26]=1)[CH2:5][CH2:6]C(OCC1C=CC=CC=1)C1C=CC(F)=CC=1.C[Si]([N-][Si](C)(C)C)(C)C.[Li+].Cl.[C:58]([O:61][CH2:62][CH3:63])(=O)[CH3:59], predict the reaction product. (2) Given the reactants [CH2:1]([O:8][C:9]1[CH:16]=[CH:15][C:12]([CH:13]=O)=[CH:11][C:10]=1[O:17][CH3:18])[C:2]1[CH:7]=[CH:6][CH:5]=[CH:4][CH:3]=1.C(OP([CH2:27][C:28]([O:30][CH2:31][CH3:32])=[O:29])(OCC)=O)C.C(=O)([O-])[O-].[K+].[K+], predict the reaction product. The product is: [CH3:18][O:17][C:10]1[CH:11]=[C:12]([CH:13]=[CH:27][C:28]([O:30][CH2:31][CH3:32])=[O:29])[CH:15]=[CH:16][C:9]=1[O:8][CH2:1][C:2]1[CH:7]=[CH:6][CH:5]=[CH:4][CH:3]=1. (3) The product is: [Cl:1][C:2]1[C:3](=[O:29])[N:4]([C:18]2[CH:23]=[C:22]([C:24]3[CH:25]=[CH:26][N:35]=[C:33]([C:32]([OH:31])([CH3:37])[CH3:36])[N:34]=3)[CH:21]=[CH:20][C:19]=2[CH3:28])[C:5]([CH3:17])=[N:6][C:7]=1[O:8][CH2:9][C:10]1[CH:15]=[CH:14][CH:13]=[C:12]([F:16])[N:11]=1. Given the reactants [Cl:1][C:2]1[C:3](=[O:29])[N:4]([C:18]2[CH:23]=[C:22]([C:24](=O)[C:25]#[CH:26])[CH:21]=[CH:20][C:19]=2[CH3:28])[C:5]([CH3:17])=[N:6][C:7]=1[O:8][CH2:9][C:10]1[CH:15]=[CH:14][CH:13]=[C:12]([F:16])[N:11]=1.Cl.[OH:31][C:32]([CH3:37])([CH3:36])[C:33]([NH2:35])=[NH:34].C(=O)([O-])[O-].[K+].[K+], predict the reaction product. (4) Given the reactants Br[CH2:2][C:3]([C:5]1[CH:10]=[CH:9][C:8]([S:11][C:12]2[CH:17]=[CH:16][CH:15]=[CH:14][C:13]=2[CH:18]([CH3:20])[CH3:19])=[C:7]([Cl:21])[C:6]=1[Cl:22])=O.[C:23]([N:26]1[CH2:31][CH2:30][CH2:29][CH2:28][CH2:27]1)(=[S:25])[NH2:24].N, predict the reaction product. The product is: [Cl:22][C:6]1[C:7]([Cl:21])=[C:8]([S:11][C:12]2[CH:17]=[CH:16][CH:15]=[CH:14][C:13]=2[CH:18]([CH3:20])[CH3:19])[CH:9]=[CH:10][C:5]=1[C:3]1[N:24]=[C:23]([N:26]2[CH2:31][CH2:30][CH2:29][CH2:28][CH2:27]2)[S:25][CH:2]=1. (5) Given the reactants [NH:1]1[CH:14]2[CH:5]([CH2:6][CH2:7][C:8]3[C:13]2=[N:12][CH:11]=[CH:10][CH:9]=3)[CH2:4][CH2:3][CH2:2]1.C(=O)([O-])[O-].[K+].[K+].Cl[CH2:22][C:23]1[N:27]([C:28]([O:30][C:31]([CH3:34])([CH3:33])[CH3:32])=[O:29])[C:26]2[CH:35]=[CH:36][CH:37]=[CH:38][C:25]=2[N:24]=1.[I-].[K+], predict the reaction product. The product is: [N:12]1([CH2:22][C:23]2[N:27]([C:28]([O:30][C:31]([CH3:34])([CH3:32])[CH3:33])=[O:29])[C:26]3[CH:35]=[CH:36][CH:37]=[CH:38][C:25]=3[N:24]=2)[C@H:13]2[C@@H:8]([CH2:7][CH2:6][C:5]3[C:14]2=[N:1][CH:2]=[CH:3][CH:4]=3)[CH2:9][CH2:10][CH2:11]1.[N:12]1([CH2:22][C:23]2[N:27]([C:28]([O:30][C:31]([CH3:34])([CH3:32])[CH3:33])=[O:29])[C:26]3[CH:35]=[CH:36][CH:37]=[CH:38][C:25]=3[N:24]=2)[C@@H:13]2[C@@H:8]([CH2:7][CH2:6][C:5]3[C:14]2=[N:1][CH:2]=[CH:3][CH:4]=3)[CH2:9][CH2:10][CH2:11]1. (6) Given the reactants [NH2:1][C:2]([CH3:27])([CH3:26])[CH2:3][NH:4][C:5]1[C:14]2[C:9](=[CH:10][C:11]([O:15][CH2:16][C:17]3[CH:22]=[CH:21][CH:20]=[CH:19][CH:18]=3)=[CH:12][CH:13]=2)[N:8]=[CH:7][C:6]=1[N+:23]([O-:25])=[O:24].C(N(CC)CC)C.[CH3:35][S:36](O[S:36]([CH3:35])(=[O:38])=[O:37])(=[O:38])=[O:37].C(=O)(O)[O-].[Na+], predict the reaction product. The product is: [CH3:26][C:2]([NH:1][S:36]([CH3:35])(=[O:38])=[O:37])([CH3:27])[CH2:3][NH:4][C:5]1[C:14]2[C:9](=[CH:10][C:11]([O:15][CH2:16][C:17]3[CH:22]=[CH:21][CH:20]=[CH:19][CH:18]=3)=[CH:12][CH:13]=2)[N:8]=[CH:7][C:6]=1[N+:23]([O-:25])=[O:24].